This data is from Catalyst prediction with 721,799 reactions and 888 catalyst types from USPTO. The task is: Predict which catalyst facilitates the given reaction. (1) Reactant: O[CH:2]([CH3:17])[CH2:3][C:4]([CH:6]1[C:15](=[CH2:16])[CH:14]=[CH:13][CH2:12][C:7]21[CH2:11][CH2:10][CH2:9][CH2:8]2)=[O:5].C(OC(=O)C)(=O)C.C([O-])(=O)C.[Na+]. Product: [CH2:16]=[C:15]1[CH:14]=[CH:13][CH2:12][C:7]2([CH2:11][CH2:10][CH2:9][CH2:8]2)[CH:6]1[C:4](=[O:5])/[CH:3]=[CH:2]/[CH3:17]. The catalyst class is: 250. (2) Reactant: Br[C:2]1[CH:3]=[C:4]2[C:13](=[CH:14][CH:15]=1)[O:12][CH2:11][C:10]1[N:5]2[CH:6]([CH3:25])[C:7](=[O:24])[N:8]([CH2:16][O:17][CH2:18][CH2:19][Si:20]([CH3:23])([CH3:22])[CH3:21])[N:9]=1.C(=O)([O-])[O-].[Cs+].[Cs+].[NH:32]1[CH2:36][CH2:35][CH2:34][CH:33]1[CH2:37][NH:38][C:39](=[O:45])[O:40][C:41]([CH3:44])([CH3:43])[CH3:42].C1C=CC(P(C2C(C3C(P(C4C=CC=CC=4)C4C=CC=CC=4)=CC=C4C=3C=CC=C4)=C3C(C=CC=C3)=CC=2)C2C=CC=CC=2)=CC=1. Product: [CH3:25][CH:6]1[C:7](=[O:24])[N:8]([CH2:16][O:17][CH2:18][CH2:19][Si:20]([CH3:23])([CH3:22])[CH3:21])[N:9]=[C:10]2[CH2:11][O:12][C:13]3[CH:14]=[CH:15][C:2]([N:32]4[CH2:36][CH2:35][CH2:34][CH:33]4[CH2:37][NH:38][C:39](=[O:45])[O:40][C:41]([CH3:43])([CH3:42])[CH3:44])=[CH:3][C:4]=3[N:5]12. The catalyst class is: 222.